This data is from Reaction yield outcomes from USPTO patents with 853,638 reactions. The task is: Predict the reaction yield, written as a fraction of the theoretical maximum amount of product (1.0 means a 100% yield; for example, 0.34 means a 34% yield). The reactants are Cl[C:2]1[C:7]([Cl:8])=[N:6][CH:5]=[CH:4][N:3]=1.[CH3:9][O:10][CH2:11][CH2:12][NH2:13]. No catalyst specified. The product is [Cl:8][C:7]1[C:2]([NH:13][CH2:12][CH2:11][O:10][CH3:9])=[N:3][CH:4]=[CH:5][N:6]=1. The yield is 0.790.